Dataset: Forward reaction prediction with 1.9M reactions from USPTO patents (1976-2016). Task: Predict the product of the given reaction. (1) Given the reactants Cl[C:2]1[N:7]=[N:6][CH:5]=[C:4]([NH:8][C:9]2[CH:14]=[CH:13][CH:12]=[CH:11][C:10]=2[S:15]([CH:18]([CH3:20])[CH3:19])(=[O:17])=[O:16])[CH:3]=1.[CH2:21]([N:23]1[CH2:28][CH2:27][P:26]([C:30]2[CH:36]=[CH:35][C:33]([NH2:34])=[C:32]([O:37][CH3:38])[CH:31]=2)(=[O:29])[CH2:25][CH2:24]1)[CH3:22].Cl, predict the reaction product. The product is: [CH2:21]([N:23]1[CH2:28][CH2:27][P:26]([C:30]2[CH:36]=[CH:35][C:33]([NH:34][C:2]3[N:7]=[N:6][CH:5]=[C:4]([NH:8][C:9]4[CH:14]=[CH:13][CH:12]=[CH:11][C:10]=4[S:15]([CH:18]([CH3:20])[CH3:19])(=[O:17])=[O:16])[CH:3]=3)=[C:32]([O:37][CH3:38])[CH:31]=2)(=[O:29])[CH2:25][CH2:24]1)[CH3:22]. (2) Given the reactants [C:1]([O:5][C:6]([N:8]1[C:12]2[CH:13]=[CH:14][CH:15]=[CH:16][C:11]=2[NH:10][CH:9]1[CH2:17][C:18]#[N:19])=[O:7])([CH3:4])([CH3:3])[CH3:2].[H-].[Na+].Cl[C:23]1[N:28]=[C:27]([C:29]([F:32])([F:31])[F:30])[CH:26]=[CH:25][N:24]=1.Cl, predict the reaction product. The product is: [C:1]([O:5][C:6]([N:8]1[C:12]2[CH:13]=[CH:14][CH:15]=[CH:16][C:11]=2[NH:10][C:9]1=[C:17]([C:23]1[N:28]=[C:27]([C:29]([F:32])([F:31])[F:30])[CH:26]=[CH:25][N:24]=1)[C:18]#[N:19])=[O:7])([CH3:4])([CH3:3])[CH3:2].